Regression. Given two drug SMILES strings and cell line genomic features, predict the synergy score measuring deviation from expected non-interaction effect. From a dataset of NCI-60 drug combinations with 297,098 pairs across 59 cell lines. (1) Drug 1: C1=CN(C(=O)N=C1N)C2C(C(C(O2)CO)O)O.Cl. Drug 2: C(CC(=O)O)C(=O)CN.Cl. Cell line: HS 578T. Synergy scores: CSS=28.5, Synergy_ZIP=-0.540, Synergy_Bliss=1.89, Synergy_Loewe=-1.61, Synergy_HSA=3.82. (2) Drug 1: CC12CCC(CC1=CCC3C2CCC4(C3CC=C4C5=CN=CC=C5)C)O. Drug 2: C1=CC(=CC=C1C#N)C(C2=CC=C(C=C2)C#N)N3C=NC=N3. Cell line: DU-145. Synergy scores: CSS=4.30, Synergy_ZIP=0.582, Synergy_Bliss=2.48, Synergy_Loewe=1.24, Synergy_HSA=1.25. (3) Drug 2: C(CC(=O)O)C(=O)CN.Cl. Synergy scores: CSS=6.95, Synergy_ZIP=-2.44, Synergy_Bliss=-0.113, Synergy_Loewe=1.94, Synergy_HSA=0.723. Cell line: U251. Drug 1: C1=CC(=CC=C1C#N)C(C2=CC=C(C=C2)C#N)N3C=NC=N3. (4) Drug 1: C1=NC2=C(N=C(N=C2N1C3C(C(C(O3)CO)O)F)Cl)N. Drug 2: CC1=C(N=C(N=C1N)C(CC(=O)N)NCC(C(=O)N)N)C(=O)NC(C(C2=CN=CN2)OC3C(C(C(C(O3)CO)O)O)OC4C(C(C(C(O4)CO)O)OC(=O)N)O)C(=O)NC(C)C(C(C)C(=O)NC(C(C)O)C(=O)NCCC5=NC(=CS5)C6=NC(=CS6)C(=O)NCCC[S+](C)C)O. Cell line: HT29. Synergy scores: CSS=-0.728, Synergy_ZIP=1.34, Synergy_Bliss=-2.12, Synergy_Loewe=-5.90, Synergy_HSA=-5.54. (5) Drug 1: CC1C(C(CC(O1)OC2CC(CC3=C2C(=C4C(=C3O)C(=O)C5=C(C4=O)C(=CC=C5)OC)O)(C(=O)CO)O)N)O.Cl. Drug 2: C(CN)CNCCSP(=O)(O)O. Cell line: OVCAR-5. Synergy scores: CSS=0.239, Synergy_ZIP=1.09, Synergy_Bliss=1.48, Synergy_Loewe=0.554, Synergy_HSA=-0.277. (6) Drug 1: CN(CC1=CN=C2C(=N1)C(=NC(=N2)N)N)C3=CC=C(C=C3)C(=O)NC(CCC(=O)O)C(=O)O. Drug 2: C1=CN(C(=O)N=C1N)C2C(C(C(O2)CO)O)O.Cl. Cell line: M14. Synergy scores: CSS=56.3, Synergy_ZIP=-8.03, Synergy_Bliss=-6.63, Synergy_Loewe=-3.89, Synergy_HSA=-1.70. (7) Drug 1: C1=CC(=CC=C1CCCC(=O)O)N(CCCl)CCCl. Synergy scores: CSS=45.7, Synergy_ZIP=-2.17, Synergy_Bliss=-5.30, Synergy_Loewe=-31.8, Synergy_HSA=-5.32. Cell line: SR. Drug 2: C1=NNC2=C1C(=O)NC=N2. (8) Drug 1: C1=CC(=CC=C1CCC2=CNC3=C2C(=O)NC(=N3)N)C(=O)NC(CCC(=O)O)C(=O)O. Drug 2: C1CNP(=O)(OC1)N(CCCl)CCCl. Cell line: MOLT-4. Synergy scores: CSS=74.6, Synergy_ZIP=4.19, Synergy_Bliss=-3.78, Synergy_Loewe=-40.3, Synergy_HSA=-4.25. (9) Drug 1: C1CN1C2=NC(=NC(=N2)N3CC3)N4CC4. Drug 2: CC12CCC3C(C1CCC2=O)CC(=C)C4=CC(=O)C=CC34C. Cell line: HOP-92. Synergy scores: CSS=25.5, Synergy_ZIP=-2.50, Synergy_Bliss=-0.641, Synergy_Loewe=-2.60, Synergy_HSA=-1.92.